From a dataset of Full USPTO retrosynthesis dataset with 1.9M reactions from patents (1976-2016). Predict the reactants needed to synthesize the given product. The reactants are: Cl[CH2:2][C:3]1[N:7]([CH:8]2[C:17]3[C:12](=[CH:13][CH:14]=[CH:15][CH:16]=3)[C:11](=[O:18])[O:10][C:9]2([CH3:20])[CH3:19])[CH:6]=[N:5][CH:4]=1.C(N(C(C)C)CC)(C)C.[CH2:30]([OH:32])[CH3:31]. Given the product [CH2:30]([O:32][CH2:2][C:3]1[N:7]([CH:8]2[C:17]3[C:12](=[CH:13][CH:14]=[CH:15][CH:16]=3)[C:11](=[O:18])[O:10][C:9]2([CH3:20])[CH3:19])[CH:6]=[N:5][CH:4]=1)[CH3:31], predict the reactants needed to synthesize it.